From a dataset of Full USPTO retrosynthesis dataset with 1.9M reactions from patents (1976-2016). Predict the reactants needed to synthesize the given product. (1) Given the product [CH3:1][C:2]1([CH3:19])[CH2:7][CH2:6][N:5]([C:8]2[CH:18]=[CH:17][C:11]([C:12]([OH:14])=[O:13])=[CH:10][CH:9]=2)[CH2:4][CH2:3]1, predict the reactants needed to synthesize it. The reactants are: [CH3:1][C:2]1([CH3:19])[CH2:7][CH2:6][N:5]([C:8]2[CH:18]=[CH:17][C:11]([C:12]([O:14]CC)=[O:13])=[CH:10][CH:9]=2)[CH2:4][CH2:3]1.O[Li].O.CO. (2) The reactants are: [Br:1][C:2]1[C:3]2[CH2:10][C:9]([CH3:12])([CH3:11])[C:8](=[O:13])[C:4]=2[CH:5]=[N:6][CH:7]=1.[BH4-].[Na+]. Given the product [Br:1][C:2]1[C:3]2[CH2:10][C:9]([CH3:11])([CH3:12])[CH:8]([OH:13])[C:4]=2[CH:5]=[N:6][CH:7]=1, predict the reactants needed to synthesize it. (3) Given the product [Br:1][C:2]1[CH:7]=[CH:6][CH:5]=[CH:4][C:3]=1[CH2:8][C:9]([C:22]1[CH:23]=[CH:24][C:25]2[O:30][CH2:29][C:28](=[O:31])[NH:27][C:26]=2[CH:32]=1)=[O:11].[O:30]1[C:25]2[CH:24]=[CH:23][CH:22]=[CH:32][C:26]=2[NH:27][C:28](=[O:31])[CH2:29]1, predict the reactants needed to synthesize it. The reactants are: [Br:1][C:2]1[CH:7]=[CH:6][CH:5]=[CH:4][C:3]=1[CH2:8][C:9]([OH:11])=O.BrC1C=C(CC([C:22]2[CH:23]=[CH:24][C:25]3[O:30][CH2:29][C:28](=[O:31])[NH:27][C:26]=3[CH:32]=2)=O)C=CC=1. (4) Given the product [C:32]1([NH:38][C:2]2[CH:3]=[C:4]([NH:8][C:9]([N:11]3[CH2:16][CH2:15][N:14]([C:17](=[O:25])[C:18]4[CH:23]=[CH:22][CH:21]=[C:20]([F:24])[CH:19]=4)[CH2:13][CH2:12]3)=[O:10])[CH:5]=[CH:6][CH:7]=2)[CH:37]=[CH:36][CH:35]=[CH:34][CH:33]=1, predict the reactants needed to synthesize it. The reactants are: Br[C:2]1[CH:3]=[C:4]([NH:8][C:9]([N:11]2[CH2:16][CH2:15][N:14]([C:17](=[O:25])[C:18]3[CH:23]=[CH:22][CH:21]=[C:20]([F:24])[CH:19]=3)[CH2:13][CH2:12]2)=[O:10])[CH:5]=[CH:6][CH:7]=1.CC([O-])(C)C.[Na+].[C:32]1([NH2:38])[CH:37]=[CH:36][CH:35]=[CH:34][CH:33]=1.C1(P(C2CCCCC2)C2C=CC=CC=2C2C=CC=CC=2N(C)C)CCCCC1.